From a dataset of Experimentally validated miRNA-target interactions with 360,000+ pairs, plus equal number of negative samples. Binary Classification. Given a miRNA mature sequence and a target amino acid sequence, predict their likelihood of interaction. (1) The miRNA is hsa-miR-1296-5p with sequence UUAGGGCCCUGGCUCCAUCUCC. The protein sequence of the target gene is MAPTIQTQAQREDGHRPNSHRTLPERSGVVCRVKYCNSLPDIPFDPKFITYPFDQNRFVQYKATSLEKQHKHDLLTEPDLGVTIDLINPDTYRIDPNVLLDPADEKLLEEEIQAPTSSKRSQQHAKVVPWMRKTEYISTEFNRYGISNEKPEVKIGVSVKQQFTEEEIYKDRDSQITAIEKTFEDAQKSISQHYSKPRVTPVEVMPVFPDFKMWINPCAQVIFDSDPAPKDTSGAAALEMMSQAMIRGMMDEEGNQFVAYFLPVEETLKKRKRDQEEEMDYAPDDVYDYKIAREYNWNVK.... Result: 1 (interaction). (2) The miRNA is hsa-miR-6788-3p with sequence UUCGCCACUUCCCUCCCUGCAG. The protein sequence of the target gene is MNPTETKAIPVSQQMEGPHLPNKKKHKKQAVKTEPEKKSQSTKLSVVHEKKSQEGKPKEHTEPKSLPKQASDTGSNDAHNKKAVSRSAEQQPSEKSTEPKTKPQDMISAGGESVAGITAISGKPGDKKKEKKSLTPAVPVESKPDKPSGKSGMDAALDDLIDTLGGPEETEEENTTYTGPEVSDPMSSTYIEELGKREVTIPPKYRELLAKKEGITGPPADSSKPIGPDDAIDALSSDFTCGSPTAAGKKTEKEESTEVLKAQSAGTVRSAAPPQEKKRKVEKDTMSDQALEALSASLGT.... Result: 0 (no interaction). (3) The miRNA is mmu-miR-878-5p with sequence UAUCUAGUUGGAUGUCAAGACA. The protein sequence of the target gene is MGVSSRARWVALGLGVLGLLCAALGVIMILMVPSLIKQQVLKNVRIDPSSLSFGMWKEIPVPFYLSVYFFEVVNPSEVLNGQKPVVRERGPYVYREFRQKVNITFNDNDTVSYIENRSLRFQPDRSQGSESDYIVLPNILVLGGAVMMEDKPTSLKLLMTLGLVTMGQRAFMNRTVGEILWGYEDPFVNFLSKYFPDMFPIKGKFGLFVGMNDSSSGVFTVFTGVQNFSKIHLVDKWNGLSEVNYWHSEQCNMINGTAGQMWAPFMTPESSLEFFSPEACRSMKLTYQESRVFEGIPTYR.... Result: 0 (no interaction).